From a dataset of Forward reaction prediction with 1.9M reactions from USPTO patents (1976-2016). Predict the product of the given reaction. Given the reactants [CH2:1]([N:3]1[C:11]2[C:6](=[N:7][CH:8]=[CH:9][C:10]=2[CH3:12])[N:5]([C:13]2[CH:18]=[CH:17][C:16]([O:19][C:20]3[N:24](COCC[Si](C)(C)C)[C:23]4[CH:33]=[CH:34][CH:35]=[CH:36][C:22]=4[N:21]=3)=[CH:15][CH:14]=2)[C:4]1=[O:37])[CH3:2].[ClH:38], predict the reaction product. The product is: [ClH:38].[ClH:38].[NH:21]1[C:22]2[CH:36]=[CH:35][CH:34]=[CH:33][C:23]=2[N:24]=[C:20]1[O:19][C:16]1[CH:17]=[CH:18][C:13]([N:5]2[C:6]3=[N:7][CH:8]=[CH:9][C:10]([CH3:12])=[C:11]3[N:3]([CH2:1][CH3:2])[C:4]2=[O:37])=[CH:14][CH:15]=1.